From a dataset of Forward reaction prediction with 1.9M reactions from USPTO patents (1976-2016). Predict the product of the given reaction. Given the reactants C(N(CC)CC)C.[CH3:8][O:9][C:10]1[CH:15]=[CH:14][C:13]([CH:16]=O)=[CH:12][C:11]=1[CH3:18].[CH3:19][C:20]1(C)[O:25]C(=O)CC(=O)[O:21]1.Cl, predict the reaction product. The product is: [CH3:8][O:9][C:10]1[CH:15]=[CH:14][C:13]([CH2:16][CH2:19][C:20]([OH:25])=[O:21])=[CH:12][C:11]=1[CH3:18].